Dataset: Forward reaction prediction with 1.9M reactions from USPTO patents (1976-2016). Task: Predict the product of the given reaction. (1) Given the reactants Cl[C@H:2]1[C@H:6]([Cl:7])[C:5]2[CH:8]=[CH:9][C:10]([C:12]([O:14][CH3:15])=[O:13])=[CH:11][C:4]=2[O:3]1.[C:16]([O-])([O-])=O.[K+].[K+], predict the reaction product. The product is: [Cl:7][C:6]1[C:5]2[CH:8]=[CH:9][C:10]([C:12]([O:14][CH2:15][CH3:16])=[O:13])=[CH:11][C:4]=2[O:3][CH:2]=1. (2) Given the reactants N#N.[CH3:3][O:4][C:5]1[CH:10]=[C:9]([O:11][CH3:12])[CH:8]=[CH:7][C:6]=1[C:13]1[CH:18]=[CH:17][CH:16]=[C:15]([C:19]([OH:21])=O)[CH:14]=1.CN(C=O)C.C(Cl)(=O)C([Cl:30])=O, predict the reaction product. The product is: [CH3:3][O:4][C:5]1[CH:10]=[C:9]([O:11][CH3:12])[CH:8]=[CH:7][C:6]=1[C:13]1[CH:18]=[CH:17][CH:16]=[C:15]([C:19]([Cl:30])=[O:21])[CH:14]=1. (3) Given the reactants C([O:3][C:4](=O)[C:5]([CH3:18])([CH3:17])[CH2:6][CH2:7][CH2:8][CH2:9][CH2:10][C:11](=[O:16])[CH2:12][CH2:13][CH2:14][CH3:15])C.[H-].[H-].[H-].[H-].[Li+].[Al+3].O.Cl, predict the reaction product. The product is: [CH3:18][C:5]([CH3:17])([CH2:6][CH2:7][CH2:8][CH2:9][CH2:10][CH:11]([OH:16])[CH2:12][CH2:13][CH2:14][CH3:15])[CH2:4][OH:3]. (4) Given the reactants [NH2:1][C:2]1[C:3]2[C:10]([C:11]([NH2:13])=[O:12])=[CH:9][N:8]([C@H:14]3[C@:18]([C:20]#[CH:21])([OH:19])[C@H:17]([OH:22])[C@@H:16]([CH2:23][OH:24])[O:15]3)[C:4]=2[N:5]=[CH:6][N:7]=1.C(N([CH2:30][CH3:31])CC)C.[C:32](O[C:32](=[O:36])[CH:33]([CH3:35])[CH3:34])(=[O:36])[CH:33]([CH3:35])[CH3:34].[CH:43]([OH:45])=O.[CH3:46]N(C=O)C, predict the reaction product. The product is: [NH2:1][C:2]1[C:3]2[C:10]([C:11](=[O:12])[NH2:13])=[CH:9][N:8]([C@@H:14]3[O:15][C@H:16]([CH2:23][O:24][C:32](=[O:36])[CH:33]([CH3:35])[CH3:34])[C@@H:17]([O:22][C:43](=[O:45])[CH:30]([CH3:31])[CH3:46])[C@@:18]3([C:20]#[CH:21])[OH:19])[C:4]=2[N:5]=[CH:6][N:7]=1. (5) Given the reactants [CH3:1][C:2]1([CH3:12])[CH2:7][CH2:6][C:5]([CH3:9])([CH3:8])[C:4]([CH:10]=[O:11])=[CH:3]1.[BH4-].[Na+].O, predict the reaction product. The product is: [CH3:1][C:2]1([CH3:12])[CH2:7][CH2:6][C:5]([CH3:8])([CH3:9])[C:4]([CH2:10][OH:11])=[CH:3]1.